This data is from Full USPTO retrosynthesis dataset with 1.9M reactions from patents (1976-2016). The task is: Predict the reactants needed to synthesize the given product. (1) Given the product [CH3:3][C:2]([CH3:14])([CH3:4])[CH2:1][C:5]1[CH:10]=[CH:9][C:8]([NH2:11])=[CH:7][CH:6]=1, predict the reactants needed to synthesize it. The reactants are: [CH2:1]([C:5]1[CH:10]=[CH:9][C:8]([N+:11]([O-])=O)=[CH:7][CH:6]=1)[CH:2]([CH3:4])[CH3:3].[CH3:14]C(C)(C)CC1C=CC=CC=1[N+]([O-])=O.[H][H]. (2) The reactants are: C([Cl:4])(=O)C.[CH3:5][N:6]([CH3:22])[CH:7]([C:12]1[C:13](=[O:21])[C:14]([OH:20])=[C:15]([CH2:18][CH3:19])[NH:16][CH:17]=1)[C:8]([F:11])([F:10])[F:9]. Given the product [ClH:4].[CH3:22][N:6]([CH3:5])[CH:7]([C:12]1[C:13](=[O:21])[C:14]([OH:20])=[C:15]([CH2:18][CH3:19])[NH:16][CH:17]=1)[C:8]([F:10])([F:11])[F:9], predict the reactants needed to synthesize it. (3) Given the product [CH3:1][O:2][C:3]1[CH:15]=[CH:14][C:13]([NH2:16])=[CH:12][C:4]=1[CH2:5][N:6]1[CH2:11][CH2:10][O:9][CH2:8][CH2:7]1, predict the reactants needed to synthesize it. The reactants are: [CH3:1][O:2][C:3]1[CH:15]=[CH:14][C:13]([N+:16]([O-])=O)=[CH:12][C:4]=1[CH2:5][N:6]1[CH2:11][CH2:10][O:9][CH2:8][CH2:7]1.C(O)C.O.NN. (4) Given the product [N:1]1[CH:2]=[C:3]([S:10]([Cl:16])(=[O:13])=[O:11])[N:4]2[CH:9]=[CH:8][CH:7]=[CH:6][C:5]=12, predict the reactants needed to synthesize it. The reactants are: [N:1]1[CH:2]=[C:3]([S:10]([OH:13])(=O)=[O:11])[N:4]2[CH:9]=[CH:8][CH:7]=[CH:6][C:5]=12.P(Cl)(Cl)([Cl:16])=O. (5) Given the product [ClH:1].[Cl:1][C:2]1[CH:3]=[CH:4][C:5]([C:8]2[S:30][C:11]3[C:12](=[O:29])[N:13]([C:16]4[CH:17]=[N:18][C:19]([O:22][CH:23]5[CH2:28][CH2:27][N:26]([CH3:31])[CH2:25][CH2:24]5)=[CH:20][CH:21]=4)[CH:14]=[CH:15][C:10]=3[CH:9]=2)=[CH:6][CH:7]=1, predict the reactants needed to synthesize it. The reactants are: [Cl:1][C:2]1[CH:7]=[CH:6][C:5]([C:8]2[S:30][C:11]3[C:12](=[O:29])[N:13]([C:16]4[CH:17]=[N:18][C:19]([O:22][CH:23]5[CH2:28][CH2:27][NH:26][CH2:25][CH2:24]5)=[CH:20][CH:21]=4)[CH:14]=[CH:15][C:10]=3[CH:9]=2)=[CH:4][CH:3]=1.[C:31](O)(=O)C.C=O.C([BH3-])#N.[Na+].[Cl-].[NH4+].